The task is: Predict the reaction yield, written as a fraction of the theoretical maximum amount of product (1.0 means a 100% yield; for example, 0.34 means a 34% yield).. This data is from Reaction yield outcomes from USPTO patents with 853,638 reactions. The reactants are [Br:1][C:2]1[C:3]([F:27])=[C:4]2[C:24](=[CH:25][CH:26]=1)[C:8]1[NH:9][C:10]([C@@H:12]3[CH2:16][CH2:15][CH2:14][N:13]3[C:17](OC(C)(C)C)=[O:18])=[N:11][C:7]=1[CH:6]=[CH:5]2.Cl.[CH3:29][O:30][C:31]([NH:33][C@@H:34]([CH:38]([CH3:40])[CH3:39])C(O)=O)=[O:32].CN(C(ON1N=NC2C=CC=NC1=2)=[N+](C)C)C.F[P-](F)(F)(F)(F)F.CCN(C(C)C)C(C)C. The catalyst is C(Cl)Cl.CCOC(C)=O.CN(C=O)C.CO. The product is [Br:1][C:2]1[C:3]([F:27])=[C:4]2[C:24](=[CH:25][CH:26]=1)[C:8]1[NH:9][C:10]([C@@H:12]3[CH2:16][CH2:15][CH2:14][N:13]3[C:17](=[O:18])[C@@H:34]([NH:33][C:31](=[O:32])[O:30][CH3:29])[CH:38]([CH3:40])[CH3:39])=[N:11][C:7]=1[CH:6]=[CH:5]2. The yield is 0.490.